Task: Binary Classification. Given a T-cell receptor sequence (or CDR3 region) and an epitope sequence, predict whether binding occurs between them.. Dataset: TCR-epitope binding with 47,182 pairs between 192 epitopes and 23,139 TCRs (1) The epitope is ATDALMTGY. The TCR CDR3 sequence is CASGSQGSTDTQYF. Result: 1 (the TCR binds to the epitope). (2) Result: 1 (the TCR binds to the epitope). The TCR CDR3 sequence is CASSLGGSTEAFF. The epitope is TFYLTNDVSFL. (3) The epitope is ILKEPVHGV. The TCR CDR3 sequence is CASSSGLAVVGELFF. Result: 0 (the TCR does not bind to the epitope). (4) The epitope is GTITVEELK. The TCR CDR3 sequence is CASSLMRGGTYNSPLHF. Result: 0 (the TCR does not bind to the epitope). (5) The epitope is LLFNKVTLA. The TCR CDR3 sequence is CASSNRTGVPTGELFF. Result: 0 (the TCR does not bind to the epitope). (6) The epitope is PROT_97E67BCC. The TCR CDR3 sequence is CASSPRVFSVGELFF. Result: 1 (the TCR binds to the epitope). (7) The epitope is EEHVQIHTI. The TCR CDR3 sequence is CASSLGAGAGVSLSNEQFF. Result: 0 (the TCR does not bind to the epitope). (8) The epitope is GMFNMLSTVLGVS. The TCR CDR3 sequence is CASSYLGQIQETQYF. Result: 0 (the TCR does not bind to the epitope). (9) The epitope is HTTDPSFLGRY. The TCR CDR3 sequence is CSASPRGRYNEQFF. Result: 0 (the TCR does not bind to the epitope). (10) The epitope is LPPIVAKEI. The TCR CDR3 sequence is CSVYRSYSYEQYF. Result: 0 (the TCR does not bind to the epitope).